From a dataset of Merck oncology drug combination screen with 23,052 pairs across 39 cell lines. Regression. Given two drug SMILES strings and cell line genomic features, predict the synergy score measuring deviation from expected non-interaction effect. Drug 1: O=c1[nH]cc(F)c(=O)[nH]1. Drug 2: COC1CC2CCC(C)C(O)(O2)C(=O)C(=O)N2CCCCC2C(=O)OC(C(C)CC2CCC(OP(C)(C)=O)C(OC)C2)CC(=O)C(C)C=C(C)C(O)C(OC)C(=O)C(C)CC(C)C=CC=CC=C1C. Cell line: SKMES1. Synergy scores: synergy=8.52.